This data is from Forward reaction prediction with 1.9M reactions from USPTO patents (1976-2016). The task is: Predict the product of the given reaction. Given the reactants [C:1]([C:3]1[CH:8]=[CH:7][C:6]([NH:9][C:10]2[N:18]=[C:17]3[C:13]([N:14]=[CH:15][N:16]3[CH3:19])=[C:12]([O:20][C:21]3[C:26]([CH3:27])=[CH:25][C:24]([C:28]4[CH:33]=[CH:32][C:31]([C:34](O)=[O:35])=[CH:30][CH:29]=4)=[CH:23][C:22]=3[CH3:37])[N:11]=2)=[CH:5][CH:4]=1)#[N:2].C1C=[N:42]C2N(O)N=NC=2C=1.CCN=C=NCCCN(C)C.[Cl-].[NH4+], predict the reaction product. The product is: [C:1]([C:3]1[CH:8]=[CH:7][C:6]([NH:9][C:10]2[N:18]=[C:17]3[C:13]([N:14]=[CH:15][N:16]3[CH3:19])=[C:12]([O:20][C:21]3[C:26]([CH3:27])=[CH:25][C:24]([C:28]4[CH:29]=[CH:30][C:31]([C:34]([NH2:42])=[O:35])=[CH:32][CH:33]=4)=[CH:23][C:22]=3[CH3:37])[N:11]=2)=[CH:5][CH:4]=1)#[N:2].